Task: Predict the product of the given reaction.. Dataset: Forward reaction prediction with 1.9M reactions from USPTO patents (1976-2016) (1) Given the reactants [C:1]([O-:4])([O-])=O.[K+].[K+].Br[CH2:8][CH2:9][CH2:10][CH2:11][CH2:12][CH2:13][CH2:14][CH2:15][CH2:16][CH2:17][CH2:18][CH3:19].[OH:20][C:21]1[CH:22]=[C:23]([CH:26]=[CH:27][C:28]=1O)[CH:24]=[O:25].O, predict the reaction product. The product is: [CH2:8]([O:20][C:21]1[CH:22]=[C:23]([CH:26]=[CH:27][C:28]=1[O:4][CH2:1][CH2:18][CH2:17][CH2:16][CH2:15][CH2:14][CH2:13][CH2:12][CH2:11][CH2:10][CH2:9][CH3:8])[CH:24]=[O:25])[CH2:9][CH2:10][CH2:11][CH2:12][CH2:13][CH2:14][CH2:15][CH2:16][CH2:17][CH2:18][CH3:19]. (2) The product is: [CH2:14]([C:26]1[CH:27]=[C:28]([C:2]2[C:7]3=[N:8][S:9][N:10]=[C:6]3[C:5]([C:28]3[S:29][CH:30]=[C:26]([CH2:14][CH2:15][CH2:16][CH2:17][CH2:18][CH2:19][CH2:20][CH2:21][CH2:22][CH2:23][CH2:24][CH3:25])[CH:27]=3)=[C:4]([F:12])[C:3]=2[F:13])[S:29][CH:30]=1)[CH2:15][CH2:16][CH2:17][CH2:18][CH2:19][CH2:20][CH2:21][CH2:22][CH2:23][CH2:24][CH3:25]. Given the reactants Br[C:2]1[C:7]2=[N:8][S:9][N:10]=[C:6]2[C:5](Br)=[C:4]([F:12])[C:3]=1[F:13].[CH2:14]([C:26]1[CH:27]=[C:28]([Sn](C)(C)C)[S:29][CH:30]=1)[CH2:15][CH2:16][CH2:17][CH2:18][CH2:19][CH2:20][CH2:21][CH2:22][CH2:23][CH2:24][CH3:25], predict the reaction product.